This data is from Forward reaction prediction with 1.9M reactions from USPTO patents (1976-2016). The task is: Predict the product of the given reaction. (1) Given the reactants C([NH:4][C:5]1[CH:10]=[C:9]([N:11]2[CH:15]=[C:14]([C:16]3[CH:21]=[CH:20][CH:19]=[CH:18][C:17]=3[Cl:22])[C:13]([C:23]([O:25]CC)=[O:24])=[CH:12]2)[C:8]([CH3:28])=[CH:7][N:6]=1)(=O)C.[OH-].[Na+], predict the reaction product. The product is: [NH2:4][C:5]1[CH:10]=[C:9]([N:11]2[CH:15]=[C:14]([C:16]3[CH:21]=[CH:20][CH:19]=[CH:18][C:17]=3[Cl:22])[C:13]([C:23]([OH:25])=[O:24])=[CH:12]2)[C:8]([CH3:28])=[CH:7][N:6]=1. (2) Given the reactants [CH:1]1[C:10]2[C:5](=[CH:6][CH:7]=[CH:8][CH:9]=2)[CH:4]=[CH:3][C:2]=1[CH:11]([CH3:15])[C:12]([OH:14])=O.[CH2:16]([O:18][C:19]([N:21]1[C:25]2[CH2:26][N:27]([C:29]([O:31][C:32]([CH3:35])([CH3:34])[CH3:33])=[O:30])[CH2:28][C:24]=2[C:23]([NH2:36])=[N:22]1)=[O:20])[CH3:17].CCN(C(C)C)C(C)C.C(OCC)(=O)C.C1CCCCC1, predict the reaction product. The product is: [CH2:16]([O:18][C:19]([N:21]1[C:25]2[CH2:26][N:27]([C:29]([O:31][C:32]([CH3:35])([CH3:34])[CH3:33])=[O:30])[CH2:28][C:24]=2[C:23]([NH:36][C:12](=[O:14])[CH:11]([C:2]2[CH:3]=[CH:4][C:5]3[C:10](=[CH:9][CH:8]=[CH:7][CH:6]=3)[CH:1]=2)[CH3:15])=[N:22]1)=[O:20])[CH3:17]. (3) Given the reactants F[C:2]1[CH:7]=[C:6]([CH3:8])[CH:5]=[CH:4][C:3]=1[C:9]([C:11]1[CH:16]=[CH:15][CH:14]=[CH:13][CH:12]=1)=O.[CH3:17][NH:18][CH2:19][CH2:20][NH2:21], predict the reaction product. The product is: [CH3:17][N:18]1[C:2]2[CH:7]=[C:6]([CH3:8])[CH:5]=[CH:4][C:3]=2[C:9]([C:11]2[CH:16]=[CH:15][CH:14]=[CH:13][CH:12]=2)=[N:21][CH2:20][CH2:19]1. (4) Given the reactants [NH2:1][C:2]1[S:3][CH:4]=[C:5]([CH2:7][C:8]([OH:10])=[O:9])[N:6]=1.[C:11]([N+:15]#[C-:16])([CH3:14])([CH3:13])[CH3:12].[CH:17](=O)[CH3:18], predict the reaction product. The product is: [C:11]([NH:15][C:16]1[N:6]2[C:2]([S:3][CH:4]=[C:5]2[CH2:7][C:8]([OH:10])=[O:9])=[N:1][C:17]=1[CH3:18])([CH3:14])([CH3:13])[CH3:12]. (5) Given the reactants C[O:2][C:3]([C:5]1[CH:10]=[CH:9][C:8]([NH:11][C:12]([N:14]2[CH2:19][CH2:18][CH2:17][CH:16]([C:20]3([CH2:31][C:32]4[CH:37]=[CH:36][CH:35]=[C:34]([Cl:38])[CH:33]=4)[C:28]4[C:23](=[CH:24][C:25]([Cl:29])=[CH:26][CH:27]=4)[NH:22][C:21]3=[O:30])[CH2:15]2)=[O:13])=[CH:7][N:6]=1)=[O:4].O.[OH-].[Li+], predict the reaction product. The product is: [Cl:29][C:25]1[CH:24]=[C:23]2[C:28]([C:20]([CH:16]3[CH2:17][CH2:18][CH2:19][N:14]([C:12]([NH:11][C:8]4[CH:9]=[CH:10][C:5]([C:3]([OH:4])=[O:2])=[N:6][CH:7]=4)=[O:13])[CH2:15]3)([CH2:31][C:32]3[CH:37]=[CH:36][CH:35]=[C:34]([Cl:38])[CH:33]=3)[C:21](=[O:30])[NH:22]2)=[CH:27][CH:26]=1. (6) The product is: [N:25]12[CH2:26][CH2:27][CH:28]([CH2:29][CH2:30]1)[C@@H:23]([O:22][C:20](=[O:21])[NH:19][C@H:7]([C:8]1[CH:18]=[CH:17][CH:16]=[C:10]([O:11][CH2:12][C:13]([NH:31][C:32]3[CH:39]=[CH:38][C:35]([CH2:36][OH:37])=[CH:34][CH:33]=3)=[O:15])[CH:9]=1)[C:1]1[CH:2]=[CH:3][CH:4]=[CH:5][CH:6]=1)[CH2:24]2. Given the reactants [C:1]1([C@H:7]([NH:19][C:20]([O:22][C@@H:23]2[CH:28]3[CH2:29][CH2:30][N:25]([CH2:26][CH2:27]3)[CH2:24]2)=[O:21])[C:8]2[CH:9]=[C:10]([CH:16]=[CH:17][CH:18]=2)[O:11][CH2:12][C:13]([OH:15])=O)[CH:6]=[CH:5][CH:4]=[CH:3][CH:2]=1.[NH2:31][C:32]1[CH:39]=[CH:38][C:35]([CH2:36][OH:37])=[CH:34][CH:33]=1, predict the reaction product. (7) Given the reactants [NH2:1][C:2]1[N:10]=[C:9]([O:11][CH2:12][CH2:13][CH2:14][CH3:15])[N:8]=[C:7]2[C:3]=1[N:4]=[C:5]([O:30][CH3:31])[N:6]2[CH2:16][CH:17]1[CH2:22][CH2:21]N(C(OC(C)(C)C)=O)CC1.FC(F)(F)C(O)=O.C(OC1N=C2C(N=C(OC)N2)=C(N)N=1)CCC.BrCCC1C[CH2:63][N:62]([C:65]([O:67][C:68]([CH3:71])([CH3:70])[CH3:69])=[O:66])[CH2:61][CH2:60]1, predict the reaction product. The product is: [NH2:1][C:2]1[N:10]=[C:9]([O:11][CH2:12][CH2:13][CH2:14][CH3:15])[N:8]=[C:7]2[C:3]=1[N:4]=[C:5]([O:30][CH3:31])[N:6]2[CH2:16][CH2:17][CH:22]1[CH2:21][CH2:63][N:62]([C:65]([O:67][C:68]([CH3:69])([CH3:71])[CH3:70])=[O:66])[CH2:61][CH2:60]1. (8) Given the reactants [CH:1]([S:3]([C:6]1[CH:7]=[CH:8][C:9]([O:35][CH3:36])=[C:10]([S:12]([NH:15][C:16]2[CH:21]=[CH:20][CH:19]=[CH:18][C:17]=2[NH:22][S:23]([C:26]2[S:30][C:29]3[CH:31]=[CH:32][CH:33]=[CH:34][C:28]=3[CH:27]=2)(=[O:25])=[O:24])(=[O:14])=[O:13])[CH:11]=1)(=[O:5])=[O:4])=[CH2:2].[NH:37]1[CH2:41][CH2:40][CH2:39][CH2:38]1, predict the reaction product. The product is: [CH3:36][O:35][C:9]1[CH:8]=[CH:7][C:6]([S:3]([CH2:1][CH2:2][N:37]2[CH2:41][CH2:40][CH2:39][CH2:38]2)(=[O:4])=[O:5])=[CH:11][C:10]=1[S:12]([NH:15][C:16]1[CH:21]=[CH:20][CH:19]=[CH:18][C:17]=1[NH:22][S:23]([C:26]1[S:30][C:29]2[CH:31]=[CH:32][CH:33]=[CH:34][C:28]=2[CH:27]=1)(=[O:25])=[O:24])(=[O:13])=[O:14].